From a dataset of Reaction yield outcomes from USPTO patents with 853,638 reactions. Predict the reaction yield, written as a fraction of the theoretical maximum amount of product (1.0 means a 100% yield; for example, 0.34 means a 34% yield). (1) The reactants are [C:1](O)(=O)C.[Cl:5][C:6]1[CH:7]=[CH:8][C:9]2[CH2:10][NH:11][CH2:12][C@@H:13]([C:17]3[CH:22]=[CH:21][CH:20]=[CH:19][CH:18]=3)[O:14][C:15]=2[N:16]=1.C=O. The yield is 0.930. The product is [Cl:5][C:6]1[CH:7]=[CH:8][C:9]2[CH2:10][N:11]([CH3:1])[CH2:12][C@@H:13]([C:17]3[CH:22]=[CH:21][CH:20]=[CH:19][CH:18]=3)[O:14][C:15]=2[N:16]=1. The catalyst is CO. (2) The product is [Cl:1][C:2]1[C:3]([N:8]2[CH2:9][CH2:10][N:11]([CH2:25][C:23]3[CH:22]=[N:21][N:20]([C:14]4[CH:15]=[CH:16][CH:17]=[CH:18][CH:19]=4)[CH:24]=3)[CH2:12][CH2:13]2)=[N:4][CH:5]=[CH:6][N:7]=1. The reactants are [Cl:1][C:2]1[C:3]([N:8]2[CH2:13][CH2:12][NH:11][CH2:10][CH2:9]2)=[N:4][CH:5]=[CH:6][N:7]=1.[C:14]1([N:20]2[CH:24]=[C:23]([CH:25]=O)[CH:22]=[N:21]2)[CH:19]=[CH:18][CH:17]=[CH:16][CH:15]=1.C(O[BH-](OC(=O)C)OC(=O)C)(=O)C.[Na+]. The yield is 0.760. The catalyst is O1CCCC1. (3) The reactants are [Br:1][C:2]1[CH:3]=[C:4]2[C:8](=[C:9]([C:11]#[N:12])[CH:10]=1)[NH:7][N:6]=[C:5]2[CH:13]1[CH2:18][CH2:17][N:16]([C:19]([O-:21])=[O:20])[CH2:15][CH2:14]1.[OH-:22].[K+]. The catalyst is CC(O)(C)C. The product is [NH2:12][C:11]([C:9]1[CH:10]=[C:2]([Br:1])[CH:3]=[C:4]2[C:8]=1[NH:7][N:6]=[C:5]2[CH:13]1[CH2:14][CH2:15][N:16]([C:19]([O:21][C:4]([CH3:8])([CH3:5])[CH3:3])=[O:20])[CH2:17][CH2:18]1)=[O:22]. The yield is 0.990. (4) The reactants are [Cl:1][C:2]1[CH:10]=[CH:9][C:8]2[NH:7][C:6]3[CH2:11][CH2:12][N:13]([CH3:15])[CH2:14][C:5]=3[C:4]=2[CH:3]=1.C(=O)([O-])[O-].[K+].[K+].N1C2C(=CC=C3C=2N=CC=C3)C=CC=1.Br[C:37]#[C:38][C:39]1[CH:44]=[CH:43][C:42]([F:45])=[CH:41][CH:40]=1. The catalyst is C1(C)C=CC=CC=1.S([O-])([O-])(=O)=O.[Cu+2]. The product is [Cl:1][C:2]1[CH:10]=[CH:9][C:8]2[N:7]([C:37]#[C:38][C:39]3[CH:44]=[CH:43][C:42]([F:45])=[CH:41][CH:40]=3)[C:6]3[CH2:11][CH2:12][N:13]([CH3:15])[CH2:14][C:5]=3[C:4]=2[CH:3]=1. The yield is 0.160. (5) The reactants are [NH2:1][C@@H:2]([CH2:33][C:34]1[CH:39]=[CH:38][CH:37]=[CH:36][CH:35]=1)[C@@H:3]([OH:32])[CH2:4][C@@H:5]([NH:19][C:20]([C@@H:22]([NH:27][C:28](=[O:31])[O:29][CH3:30])[C:23]([CH3:26])([CH3:25])[CH3:24])=[O:21])[CH2:6][C:7]1[CH:12]=[CH:11][C:10]([C:13]2[CH:18]=[CH:17][CH:16]=[CH:15][N:14]=2)=[CH:9][CH:8]=1.[CH3:40][C:41]([CH3:61])([CH3:60])[C@H:42]([N:46]1[CH2:50][CH2:49][N:48]([CH2:51][C:52]2[CH:53]=[N:54][C:55]([CH3:58])=[CH:56][CH:57]=2)[C:47]1=[O:59])[C:43](O)=[O:44].CCOP(ON1N=NC2C=CC=CC=2C1=O)(OCC)=O.C(N(CC)C(C)C)(C)C. The catalyst is C1COCC1. The product is [CH3:40][C:41]([CH3:61])([CH3:60])[C@H:42]([N:46]1[CH2:50][CH2:49][N:48]([CH2:51][C:52]2[CH:53]=[N:54][C:55]([CH3:58])=[CH:56][CH:57]=2)[C:47]1=[O:59])[C:43]([NH:1][C@@H:2]([CH2:33][C:34]1[CH:35]=[CH:36][CH:37]=[CH:38][CH:39]=1)[C@@H:3]([OH:32])[CH2:4][C@@H:5]([NH:19][C:20]([C@@H:22]([NH:27][C:28](=[O:31])[O:29][CH3:30])[C:23]([CH3:26])([CH3:25])[CH3:24])=[O:21])[CH2:6][C:7]1[CH:12]=[CH:11][C:10]([C:13]2[CH:18]=[CH:17][CH:16]=[CH:15][N:14]=2)=[CH:9][CH:8]=1)=[O:44]. The yield is 0.450. (6) The reactants are [C:1]1([NH:7][NH2:8])[CH:6]=[CH:5][CH:4]=[CH:3][CH:2]=1.[CH3:9][CH:10]([CH3:19])[C:11](=O)[CH2:12][C:13](OCC)=[O:14]. The catalyst is C(O)C. The product is [C:1]1([N:7]2[C:13]([OH:14])=[CH:12][C:11]([CH:10]([CH3:19])[CH3:9])=[N:8]2)[CH:6]=[CH:5][CH:4]=[CH:3][CH:2]=1. The yield is 0.820. (7) The reactants are [C:1]([NH:4][CH2:5][CH2:6][CH:7]1[C:15]2[C:10](=[CH:11][CH:12]=[C:13]([NH:17][C:18](=[O:23])[C:19]([F:22])([F:21])[F:20])[C:14]=2O)[CH2:9][CH2:8]1)(=[O:3])[CH3:2].C1(C)C=CC(S([O-])(=O)=O)=CC=1.[NH+]1C=CC=CC=1. The catalyst is C1(C)C(C)=CC=CC=1. The product is [F:21][C:19]([F:22])([F:20])[C:18]1[O:23][C:14]2[C:15]3[CH:7]([CH2:6][CH2:5][NH:4][C:1](=[O:3])[CH3:2])[CH2:8][CH2:9][C:10]=3[CH:11]=[CH:12][C:13]=2[N:17]=1. The yield is 0.650.